Dataset: Reaction yield outcomes from USPTO patents with 853,638 reactions. Task: Predict the reaction yield, written as a fraction of the theoretical maximum amount of product (1.0 means a 100% yield; for example, 0.34 means a 34% yield). The product is [Cl:22][C:15]1[CH:14]=[C:13]2[C:12](=[C:21]3[C:16]=1[CH:17]=[CH:18][CH:19]=[N:20]3)[NH:11][S:8](=[O:10])(=[O:9])[C:3]1[C:4]2=[CH:5][CH:6]=[CH:7][CH:2]=1. The catalyst is C1COCC1. The reactants are N[C:2]1[CH:7]=[CH:6][CH:5]=[CH:4][C:3]=1[S:8]([NH:11][C:12]1[CH:13]=[CH:14][C:15]([Cl:22])=[C:16]2[C:21]=1[N:20]=[CH:19][CH:18]=[CH:17]2)(=[O:10])=[O:9].N(OC(C)(C)C)=O.CC(O)=O. The yield is 0.170.